Predict the product of the given reaction. From a dataset of Forward reaction prediction with 1.9M reactions from USPTO patents (1976-2016). (1) Given the reactants O1CCCC1.[H-].[Al+3].[Li+].[H-].[H-].[H-].[CH3:12][C:13]1[O:17][C:16]([C:18]2[CH:23]=[CH:22][C:21]([CH3:24])=[CH:20][CH:19]=2)=[N:15][C:14]=1[CH2:25][C:26]1[CH:27]=[C:28]([CH:41]=[CH:42][CH:43]=1)[CH2:29][CH:30]([C:36](OCC)=[O:37])[C:31](OCC)=[O:32].[OH-].[Na+], predict the reaction product. The product is: [CH3:12][C:13]1[O:17][C:16]([C:18]2[CH:19]=[CH:20][C:21]([CH3:24])=[CH:22][CH:23]=2)=[N:15][C:14]=1[CH2:25][C:26]1[CH:27]=[C:28]([CH:41]=[CH:42][CH:43]=1)[CH2:29][CH:30]([CH2:36][OH:37])[CH2:31][OH:32]. (2) Given the reactants [CH3:1][O:2][CH2:3][CH2:4][CH2:5][CH2:6][CH:7]=O.[NH2:9][C:10]1[CH:11]=[C:12]([CH:16]([OH:20])[CH2:17][C:18]#[N:19])[CH:13]=[CH:14][CH:15]=1.[BH4-].[Na+], predict the reaction product. The product is: [OH:20][CH:16]([C:12]1[CH:13]=[CH:14][CH:15]=[C:10]([NH:9][CH2:7][CH2:6][CH2:5][CH2:4][CH2:3][O:2][CH3:1])[CH:11]=1)[CH2:17][C:18]#[N:19].